This data is from Peptide-MHC class I binding affinity with 185,985 pairs from IEDB/IMGT. The task is: Regression. Given a peptide amino acid sequence and an MHC pseudo amino acid sequence, predict their binding affinity value. This is MHC class I binding data. (1) The peptide sequence is RVYNNTARY. The MHC is HLA-A31:01 with pseudo-sequence HLA-A31:01. The binding affinity (normalized) is 0.439. (2) The peptide sequence is KAMSTPFSL. The MHC is HLA-E01:01 with pseudo-sequence HLA-E01:03. The binding affinity (normalized) is 0.0847. (3) The peptide sequence is HYLCLNCLS. The MHC is HLA-A23:01 with pseudo-sequence HLA-A23:01. The binding affinity (normalized) is 0.156. (4) The peptide sequence is RMMGKNIFY. The MHC is HLA-A24:03 with pseudo-sequence HLA-A24:03. The binding affinity (normalized) is 0.0847. (5) The peptide sequence is PLFPGITRV. The MHC is HLA-A24:03 with pseudo-sequence HLA-A24:03. The binding affinity (normalized) is 0.0847. (6) The peptide sequence is SYISSAESL. The MHC is H-2-Kd with pseudo-sequence H-2-Kd. The binding affinity (normalized) is 1.00. (7) The peptide sequence is YTGPDHQEW. The MHC is HLA-B58:01 with pseudo-sequence HLA-B58:01. The binding affinity (normalized) is 0.716.